From a dataset of Full USPTO retrosynthesis dataset with 1.9M reactions from patents (1976-2016). Predict the reactants needed to synthesize the given product. (1) Given the product [Cl:15][C:8]1[C:7](=[O:12])[C:6]2[C:11](=[C:2]([F:1])[CH:3]=[C:4]([O:13][CH3:14])[CH:5]=2)[NH:10][CH:9]=1, predict the reactants needed to synthesize it. The reactants are: [F:1][C:2]1[CH:3]=[C:4]([O:13][CH3:14])[CH:5]=[C:6]2[C:11]=1[NH:10][CH:9]=[CH:8][C:7]2=[O:12].[Cl:15]N1C(=O)CCC1=O. (2) Given the product [C:2]([N:5]1[C:14]2[C:9](=[CH:10][C:11]([Br:15])=[CH:12][CH:13]=2)[C@H:8]([NH:16][C:25](=[O:26])[O:27][C:28]([CH3:31])([CH3:30])[CH3:29])[CH2:7][C@@H:6]1[CH3:17])(=[O:4])[CH3:3], predict the reactants needed to synthesize it. The reactants are: Cl.[C:2]([N:5]1[C:14]2[C:9](=[CH:10][C:11]([Br:15])=[CH:12][CH:13]=2)[C@H:8]([NH2:16])[CH2:7][C@@H:6]1[CH3:17])(=[O:4])[CH3:3].C(N(CC)CC)C.[C:25](O[C:25]([O:27][C:28]([CH3:31])([CH3:30])[CH3:29])=[O:26])([O:27][C:28]([CH3:31])([CH3:30])[CH3:29])=[O:26]. (3) The reactants are: [N+:1]([C:4]1[CH:9]=[CH:8][C:7]([CH2:10][C:11]([OH:13])=[O:12])=[CH:6][CH:5]=1)([O-:3])=[O:2].S(=O)(=O)(O)O.[CH3:19]O. Given the product [N+:1]([C:4]1[CH:5]=[CH:6][C:7]([CH2:10][C:11]([O:13][CH3:19])=[O:12])=[CH:8][CH:9]=1)([O-:3])=[O:2], predict the reactants needed to synthesize it. (4) Given the product [CH2:1]([O:8][C:9]([NH:11][C:12]1[C:13]([C:25]([O:27][CH3:28])=[O:26])=[C:14]([C:18]2[CH:19]=[CH:20][C:21]([Cl:24])=[CH:22][CH:23]=2)[S:15][CH:16]=1)=[O:10])[C:2]1[CH:7]=[CH:6][CH:5]=[CH:4][CH:3]=1, predict the reactants needed to synthesize it. The reactants are: [CH2:1]([O:8][C:9]([NH:11][C:12]1[C:13]([C:25]([O:27][CH3:28])=[O:26])=[C:14]([C:18]2[CH:23]=[CH:22][C:21]([Cl:24])=[CH:20][CH:19]=2)[S:15][C:16]=1Br)=[O:10])[C:2]1[CH:7]=[CH:6][CH:5]=[CH:4][CH:3]=1. (5) Given the product [F:27][C:21]1[CH:20]=[CH:19][C:18]([C:17]2[C:12]([C@@H:3]([NH:2][C:36](=[O:37])[CH2:35][N:33]3[C:32]4[CH2:39][CH2:40][S:41][CH2:42][C:31]=4[C:30]([C:29]([F:44])([F:28])[F:43])=[N:34]3)[CH2:4][C:5]3[CH:10]=[CH:9][CH:8]=[C:7]([F:11])[CH:6]=3)=[N:13][CH:14]=[CH:15][CH:16]=2)=[CH:26][C:22]=1[C:23]([NH2:25])=[O:24], predict the reactants needed to synthesize it. The reactants are: Cl.[NH2:2][C@H:3]([C:12]1[C:17]([C:18]2[CH:19]=[CH:20][C:21]([F:27])=[C:22]([CH:26]=2)[C:23]([NH2:25])=[O:24])=[CH:16][CH:15]=[CH:14][N:13]=1)[CH2:4][C:5]1[CH:10]=[CH:9][CH:8]=[C:7]([F:11])[CH:6]=1.[F:28][C:29]([F:44])([F:43])[C:30]1[C:31]2[CH2:42][S:41][CH2:40][CH2:39][C:32]=2[N:33]([CH2:35][C:36](O)=[O:37])[N:34]=1. (6) Given the product [C:1]([C:5]1[CH:24]=[CH:23][C:8]([C:9]([NH:11][C:12]2[S:13][C:14]([C:17]3[CH:22]=[CH:21][CH:20]=[CH:19][CH:18]=3)=[CH:15][N:16]=2)=[O:10])=[CH:7][C:6]=1[NH:25][C:26](=[O:30])[CH:27]([N:31]1[CH2:36][CH2:35][O:34][CH2:33][CH2:32]1)[CH3:28])([CH3:4])([CH3:3])[CH3:2], predict the reactants needed to synthesize it. The reactants are: [C:1]([C:5]1[CH:24]=[CH:23][C:8]([C:9]([NH:11][C:12]2[S:13][C:14]([C:17]3[CH:22]=[CH:21][CH:20]=[CH:19][CH:18]=3)=[CH:15][N:16]=2)=[O:10])=[CH:7][C:6]=1[NH:25][C:26](=[O:30])[CH:27](Cl)[CH3:28])([CH3:4])([CH3:3])[CH3:2].[NH:31]1[CH2:36][CH2:35][O:34][CH2:33][CH2:32]1.C(N(CC)CC)C.[I-].[K+]. (7) Given the product [CH:1]([N:4]1[CH2:5][CH2:6][N:7]([C:10]2[N:11]=[CH:12][C:13]([NH2:16])=[CH:14][CH:15]=2)[CH2:8][CH2:9]1)([CH3:3])[CH3:2], predict the reactants needed to synthesize it. The reactants are: [CH:1]([N:4]1[CH2:9][CH2:8][N:7]([C:10]2[CH:15]=[CH:14][C:13]([N+:16]([O-])=O)=[CH:12][N:11]=2)[CH2:6][CH2:5]1)([CH3:3])[CH3:2].CCO.O.N.